This data is from Forward reaction prediction with 1.9M reactions from USPTO patents (1976-2016). The task is: Predict the product of the given reaction. Given the reactants [CH3:1][O:2][C:3]1[N:8]=[C:7]2[N:9]=[CH:10][N:11]([C:12]3[S:16][C:15]([C:17]([O:19]C)=O)=[C:14]([O:21][CH2:22][C:23]4[CH:28]=[CH:27][CH:26]=[CH:25][C:24]=4[C:29]([F:32])([F:31])[F:30])[CH:13]=3)[C:6]2=[CH:5][CH:4]=1.[NH3:33], predict the reaction product. The product is: [CH3:1][O:2][C:3]1[N:8]=[C:7]2[N:9]=[CH:10][N:11]([C:12]3[S:16][C:15]([C:17]([NH2:33])=[O:19])=[C:14]([O:21][CH2:22][C:23]4[CH:28]=[CH:27][CH:26]=[CH:25][C:24]=4[C:29]([F:32])([F:31])[F:30])[CH:13]=3)[C:6]2=[CH:5][CH:4]=1.